Dataset: Full USPTO retrosynthesis dataset with 1.9M reactions from patents (1976-2016). Task: Predict the reactants needed to synthesize the given product. (1) Given the product [CH2:8]([N:6]1[CH:7]=[C:2]([B:12]2[O:16][C:15]([CH3:18])([CH3:17])[C:14]([CH3:20])([CH3:19])[O:13]2)[CH:3]=[CH:4][C:5]1=[O:11])[CH2:9][CH3:10], predict the reactants needed to synthesize it. The reactants are: Br[C:2]1[CH:3]=[CH:4][C:5](=[O:11])[N:6]([CH2:8][CH2:9][CH3:10])[CH:7]=1.[B:12]1([B:12]2[O:16][C:15]([CH3:18])([CH3:17])[C:14]([CH3:20])([CH3:19])[O:13]2)[O:16][C:15]([CH3:18])([CH3:17])[C:14]([CH3:20])([CH3:19])[O:13]1.C([O-])(=O)C.[K+].O. (2) Given the product [Cl:10][C:11]1[CH:16]=[C:15]([C:2]2[CH:7]=[CH:6][CH:5]=[CH:4][C:3]=2[O:8][CH3:9])[CH:14]=[CH:13][CH:12]=1, predict the reactants needed to synthesize it. The reactants are: I[C:2]1[CH:7]=[CH:6][CH:5]=[CH:4][C:3]=1[O:8][CH3:9].[Cl:10][C:11]1[CH:12]=[C:13](B(O)O)[CH:14]=[CH:15][CH:16]=1.C(=O)([O-])[O-].[K+].[K+].C(OCC)(=O)C. (3) Given the product [NH2:1][C:2]1[C:3]([F:23])=[CH:4][C:5]([Cl:22])=[C:6]([C:8]2[C:9](=[O:21])[N:10]([CH2:19][CH3:20])[C:11]3[C:16]([CH:17]=2)=[CH:15][N:14]=[C:13]([NH:29][CH:26]2[CH2:27][CH2:28][O:24][CH2:25]2)[CH:12]=3)[CH:7]=1, predict the reactants needed to synthesize it. The reactants are: [NH2:1][C:2]1[C:3]([F:23])=[CH:4][C:5]([Cl:22])=[C:6]([C:8]2[C:9](=[O:21])[N:10]([CH2:19][CH3:20])[C:11]3[C:16]([CH:17]=2)=[CH:15][N:14]=[C:13](Cl)[CH:12]=3)[CH:7]=1.[O:24]1[CH2:28][CH2:27][CH:26]([NH2:29])[CH2:25]1.C1CCN2C(=NCCC2)CC1. (4) Given the product [Br:19][C:15]1[CH:14]=[C:13]([NH:12][C:5]2[C:4]3[C:9](=[CH:10][CH:11]=[C:2]([NH:1][C:20](=[O:24])/[CH:21]=[CH:22]/[CH3:23])[CH:3]=3)[N:8]=[CH:7][N:6]=2)[CH:18]=[CH:17][CH:16]=1, predict the reactants needed to synthesize it. The reactants are: [NH2:1][C:2]1[CH:3]=[C:4]2[C:9](=[CH:10][CH:11]=1)[N:8]=[CH:7][N:6]=[C:5]2[NH:12][C:13]1[CH:18]=[CH:17][CH:16]=[C:15]([Br:19])[CH:14]=1.[C:20](Cl)(=[O:24])/[CH:21]=[CH:22]/[CH3:23]. (5) Given the product [N+:13]([CH:16]=[CH:6][C:2]1[O:1][CH:5]=[CH:4][CH:3]=1)([O-:15])=[O:14], predict the reactants needed to synthesize it. The reactants are: [O:1]1[CH:5]=[CH:4][CH:3]=[C:2]1[CH:6]=O.C([O-])(=O)C.[NH4+].[N+:13]([CH3:16])([O-:15])=[O:14].